Dataset: Full USPTO retrosynthesis dataset with 1.9M reactions from patents (1976-2016). Task: Predict the reactants needed to synthesize the given product. (1) The reactants are: [C:1]([C:4]1[CH:5]=[C:6]([C:10]2[N:11]=[CH:12][N:13]([C:15]([N:17]([CH:19]3[CH2:24][CH2:23][N:22]([C:25]4[CH:30]=[CH:29][CH:28]=[CH:27][C:26]=4[O:31]C)[CH2:21][CH2:20]3)[CH3:18])=[O:16])[CH:14]=2)[CH:7]=[CH:8][CH:9]=1)(=[O:3])[NH2:2].[Cl-].[Cl-].[Cl-].[Al+3].C(S)C. Given the product [C:1]([C:4]1[CH:5]=[C:6]([C:10]2[N:11]=[CH:12][N:13]([C:15]([N:17]([CH:19]3[CH2:20][CH2:21][N:22]([C:25]4[CH:30]=[CH:29][CH:28]=[CH:27][C:26]=4[OH:31])[CH2:23][CH2:24]3)[CH3:18])=[O:16])[CH:14]=2)[CH:7]=[CH:8][CH:9]=1)(=[O:3])[NH2:2], predict the reactants needed to synthesize it. (2) Given the product [N:28]1[CH:29]=[CH:30][CH:31]=[C:26]([CH2:25][NH:24][C:18]([C:12]2[CH:11]=[C:10]3[C:15]([CH:16]=[CH:17][N:8]([CH2:7][C:6]4[CH:22]=[CH:23][C:3]([C:1]#[N:2])=[CH:4][CH:5]=4)[C:9]3=[O:21])=[CH:14][CH:13]=2)=[O:19])[CH:27]=1, predict the reactants needed to synthesize it. The reactants are: [C:1]([C:3]1[CH:23]=[CH:22][C:6]([CH2:7][N:8]2[CH:17]=[CH:16][C:15]3[C:10](=[CH:11][C:12]([C:18](O)=[O:19])=[CH:13][CH:14]=3)[C:9]2=[O:21])=[CH:5][CH:4]=1)#[N:2].[NH2:24][CH2:25][C:26]1[CH:27]=[N:28][CH:29]=[CH:30][CH:31]=1. (3) Given the product [CH3:25][N:26]([CH3:31])[CH2:27][CH2:28][N:29]([CH3:30])[CH2:2][CH2:3][N:4]1[C:12]2[C:7](=[CH:8][C:9]([O:13][CH3:14])=[CH:10][CH:11]=2)[C:6]([CH:15]=[O:16])=[C:5]1[C:17]1[C:18]([CH3:24])=[N:19][N:20]([CH3:23])[C:21]=1[CH3:22], predict the reactants needed to synthesize it. The reactants are: Cl[CH2:2][CH2:3][N:4]1[C:12]2[C:7](=[CH:8][C:9]([O:13][CH3:14])=[CH:10][CH:11]=2)[C:6]([CH:15]=[O:16])=[C:5]1[C:17]1[C:18]([CH3:24])=[N:19][N:20]([CH3:23])[C:21]=1[CH3:22].[CH3:25][N:26]([CH3:31])[CH2:27][CH2:28][NH:29][CH3:30].Cl. (4) Given the product [NH2:1][C:2]1[N:11]=[C:10]([C:12]([N:14]2[CH2:22][C:21]3[C:16](=[CH:17][CH:18]=[CH:19][CH:20]=3)[CH2:15]2)=[O:13])[C:9]2[C:4](=[CH:5][CH:6]=[C:7]([CH:23]([CH2:29][CH2:30][CH:31]([F:33])[F:32])[C:24]([OH:26])=[O:25])[CH:8]=2)[N:3]=1, predict the reactants needed to synthesize it. The reactants are: [NH2:1][C:2]1[N:11]=[C:10]([C:12]([N:14]2[CH2:22][C:21]3[C:16](=[CH:17][CH:18]=[CH:19][CH:20]=3)[CH2:15]2)=[O:13])[C:9]2[C:4](=[CH:5][CH:6]=[C:7]([CH:23]([CH2:29][CH2:30][CH:31]([F:33])[F:32])[C:24]([O:26]CC)=[O:25])[CH:8]=2)[N:3]=1.[OH-].[Na+].